Regression. Given a peptide amino acid sequence and an MHC pseudo amino acid sequence, predict their binding affinity value. This is MHC class II binding data. From a dataset of Peptide-MHC class II binding affinity with 134,281 pairs from IEDB. The peptide sequence is EKKYFAATIFEPLAA. The MHC is DRB1_0101 with pseudo-sequence DRB1_0101. The binding affinity (normalized) is 0.570.